Dataset: Forward reaction prediction with 1.9M reactions from USPTO patents (1976-2016). Task: Predict the product of the given reaction. (1) Given the reactants [CH3:1][CH2:2][O:3][C:4]([CH2:6][C:7]([CH2:9][C:10]([O:12][CH2:13][CH3:14])=[O:11])=[O:8])=[O:5].[Cl:15][C:16]1[CH:23]=[CH:22][C:19]([CH2:20]Br)=[CH:18][CH:17]=1, predict the reaction product. The product is: [Cl:15][C:16]1[CH:23]=[CH:22][C:19]([CH2:20][CH:9]([C:7](=[O:8])[CH2:6][C:4]([O:3][CH2:2][CH3:1])=[O:5])[C:10]([O:12][CH2:13][CH3:14])=[O:11])=[CH:18][CH:17]=1. (2) Given the reactants [CH3:1][O:2][C:3]1[CH:4]=[C:5]([C:19]#[N:20])[CH:6]=[C:7]([C:9]2[CH:14]=[CH:13][C:12]([C:15]([F:18])([F:17])[F:16])=[CH:11][CH:10]=2)[CH:8]=1.[H][H], predict the reaction product. The product is: [CH3:1][O:2][C:3]1[CH:4]=[C:5]([CH2:19][NH2:20])[CH:6]=[C:7]([C:9]2[CH:10]=[CH:11][C:12]([C:15]([F:16])([F:18])[F:17])=[CH:13][CH:14]=2)[CH:8]=1.